This data is from Reaction yield outcomes from USPTO patents with 853,638 reactions. The task is: Predict the reaction yield, written as a fraction of the theoretical maximum amount of product (1.0 means a 100% yield; for example, 0.34 means a 34% yield). (1) The reactants are [C:1]([NH2:4])(=[O:3])[CH3:2].[O-]P([O-])([O-])=O.[K+].[K+].[K+].[C@@H]1(N)CCCC[C@H]1N.I[C:22]1[CH:27]=[CH:26][CH:25]=[CH:24][C:23]=1[O:28][CH3:29]. The catalyst is [Cu]I.O1CCOCC1. The product is [CH3:29][O:28][C:23]1[CH:24]=[CH:25][CH:26]=[CH:27][C:22]=1[NH:4][C:1](=[O:3])[CH3:2]. The yield is 0.940. (2) The reactants are [CH2:1]([S:3]([N:6]1[CH2:11][CH2:10][CH:9]([C:12]2[C:20]3[C:15](=[C:16]([C:29]([NH2:31])=[O:30])[CH:17]=[C:18]([C:21]4[CH:26]=[CH:25][CH:24]=[C:23]([CH:27]=O)[CH:22]=4)[CH:19]=3)[NH:14][CH:13]=2)[CH2:8][CH2:7]1)(=[O:5])=[O:4])[CH3:2].[CH3:32][O:33][NH2:34]. The catalyst is CS(C)=O. The product is [CH2:1]([S:3]([N:6]1[CH2:7][CH2:8][CH:9]([C:12]2[C:20]3[C:15](=[C:16]([C:29]([NH2:31])=[O:30])[CH:17]=[C:18]([C:21]4[CH:26]=[CH:25][CH:24]=[C:23]([CH:27]=[N:34][O:33][CH3:32])[CH:22]=4)[CH:19]=3)[NH:14][CH:13]=2)[CH2:10][CH2:11]1)(=[O:5])=[O:4])[CH3:2]. The yield is 0.560. (3) The reactants are [Cl-].[NH4+].[CH3:3][C:4]1[C:9]([N+:10]([O-])=O)=[CH:8][CH:7]=[C:6]([S:13]([CH3:16])(=[O:15])=[O:14])[N:5]=1. The catalyst is C(OCC)(=O)C.[Zn]. The product is [CH3:3][C:4]1[C:9]([NH2:10])=[CH:8][CH:7]=[C:6]([S:13]([CH3:16])(=[O:15])=[O:14])[N:5]=1. The yield is 0.460. (4) The reactants are [F:1][C:2]1([F:8])[CH2:5][N:4]([C:6]#[N:7])[CH2:3]1.[NH:9]1[C:13]2[CH:14]=[CH:15][CH:16]=[CH:17][C:12]=2[N:11]=[N:10]1. The catalyst is ClCCCl. The product is [N:9]1([C:6]([N:4]2[CH2:5][C:2]([F:8])([F:1])[CH2:3]2)=[NH:7])[C:13]2[CH:14]=[CH:15][CH:16]=[CH:17][C:12]=2[N:11]=[N:10]1. The yield is 0.510. (5) The reactants are [C:1](=[O:4])([O-])[O-].[K+].[K+].O=[C:8]1[CH2:12][N:11]([C:13]([O:15][C:16]([CH3:19])([CH3:18])[CH3:17])=[O:14])[C@H:10]([C:20]([O:22][CH3:23])=[O:21])[CH2:9]1.[N+](=[C:26](P(=O)(OC)OC)C(=O)C)=[N-]. The catalyst is CO. The product is [CH3:26][O:4]/[CH:1]=[C:8]1\[CH2:9][C@@H:10]([C:20]([O:22][CH3:23])=[O:21])[N:11]([C:13]([O:15][C:16]([CH3:19])([CH3:18])[CH3:17])=[O:14])[CH2:12]\1. The yield is 0.170. (6) The reactants are [C:1](Cl)(=O)C(Cl)=O.[CH2:7]([N:14]([CH2:24][C:25]1[CH:30]=[CH:29][CH:28]=[CH:27][CH:26]=1)[CH:15]1[CH2:19][CH:18]([C:20](O)=[O:21])[CH:17]([CH3:23])[CH2:16]1)[C:8]1[CH:13]=[CH:12][CH:11]=[CH:10][CH:9]=1.CN(C=O)C.C[Si](C=[N+]=[N-])(C)C.[BrH:43].C([O-])(O)=O.[Na+]. The catalyst is C(Cl)Cl.C1COCC1.CC#N. The product is [Br:43][CH2:1][C:20]([CH:18]1[CH2:19][CH:15]([N:14]([CH2:24][C:25]2[CH:26]=[CH:27][CH:28]=[CH:29][CH:30]=2)[CH2:7][C:8]2[CH:9]=[CH:10][CH:11]=[CH:12][CH:13]=2)[CH2:16][CH:17]1[CH3:23])=[O:21]. The yield is 0.690. (7) The reactants are [Cl:1][C:2]1[C:16]([Cl:17])=[CH:15][CH:14]=[CH:13][C:3]=1[CH2:4][NH:5][C:6](=[O:12])[N:7]([CH2:9][CH2:10][OH:11])[CH3:8].[CH2:18]([C:20]1[CH:25]=[CH:24][C:23]([N:26]=[C:27]=[O:28])=[CH:22][CH:21]=1)[CH3:19]. The catalyst is CN(C=O)C.CN(C1C=CN=CC=1)C. The product is [CH2:18]([C:20]1[CH:25]=[CH:24][C:23]([NH:26][C:27](=[O:28])[O:11][CH2:10][CH2:9][N:7]([CH3:8])[C:6]([NH:5][CH2:4][C:3]2[CH:13]=[CH:14][CH:15]=[C:16]([Cl:17])[C:2]=2[Cl:1])=[O:12])=[CH:22][CH:21]=1)[CH3:19]. The yield is 0.0650. (8) The reactants are [Br:1][C:2]1[CH:8]=[C:7]([CH3:9])[CH:6]=[C:5]([CH3:10])[C:3]=1[NH2:4].[F:11][C:12]1[CH:17]=[CH:16][C:15]([CH2:18][C:19](Cl)=[O:20])=[CH:14][CH:13]=1. The catalyst is C(#N)C. The product is [Br:1][C:2]1[CH:8]=[C:7]([CH3:9])[CH:6]=[C:5]([CH3:10])[C:3]=1[NH:4][C:19](=[O:20])[CH2:18][C:15]1[CH:16]=[CH:17][C:12]([F:11])=[CH:13][CH:14]=1. The yield is 0.660. (9) The reactants are [F:1][C:2]([F:11])([F:10])[C:3]1[N:8]=[CH:7][C:6]([OH:9])=[CH:5][N:4]=1.[F:12][C:13]1[CH:14]=[C:15]([CH:18]=[C:19]([F:22])[C:20]=1F)[CH:16]=[O:17].C([O-])([O-])=O.[K+].[K+]. The catalyst is CN(C=O)C.O. The product is [F:12][C:13]1[CH:14]=[C:15]([CH:18]=[C:19]([F:22])[C:20]=1[O:9][C:6]1[CH:7]=[N:8][C:3]([C:2]([F:1])([F:10])[F:11])=[N:4][CH:5]=1)[CH:16]=[O:17]. The yield is 0.980. (10) The reactants are [Cl:1][C:2]1[C:10]2[C:9]([NH:11][CH2:12][CH2:13][C:14]3[CH:28]=[CH:27][C:17]([O:18][C:19]4[N:24]=[CH:23][C:22]([CH:25]=O)=[CH:21][CH:20]=4)=[CH:16][CH:15]=3)=[N:8][CH:7]=[N:6][C:5]=2[S:4][CH:3]=1.Cl.[O:30]([NH2:32])[CH3:31]. The catalyst is C(O)C.O. The product is [CH3:31][O:30][N:32]=[CH:25][C:22]1[CH:23]=[N:24][C:19]([O:18][C:17]2[CH:16]=[CH:15][C:14]([CH2:13][CH2:12][NH:11][C:9]3[C:10]4[C:2]([Cl:1])=[CH:3][S:4][C:5]=4[N:6]=[CH:7][N:8]=3)=[CH:28][CH:27]=2)=[CH:20][CH:21]=1. The yield is 0.770.